Task: Predict the product of the given reaction.. Dataset: Forward reaction prediction with 1.9M reactions from USPTO patents (1976-2016) (1) Given the reactants [C:1]1([OH:7])[CH:6]=[CH:5][CH:4]=[CH:3][CH:2]=1.[CH:8]([Cl:11])([Cl:10])[Cl:9].C(O)CC(C)C, predict the reaction product. The product is: [C:1]1([OH:7])[CH:6]=[CH:5][CH:4]=[CH:3][CH:2]=1.[CH:8]([Cl:11])([Cl:10])[Cl:9]. (2) Given the reactants [Br:1][C:2]1[CH:3]=[CH:4][N:5]2[C:9]([CH:10]=1)=[C:8]([C:11]([OH:13])=O)[C:7]([CH2:14][C:15]1[CH:20]=[CH:19][CH:18]=[C:17]([F:21])[C:16]=1[CH3:22])=[C:6]2[C:23]1[CH:28]=[CH:27][CH:26]=[CH:25][CH:24]=1.[C:29]([O:33][C:34]([N:36]1[CH2:41][CH2:40][NH:39][CH2:38][CH2:37]1)=[O:35])([CH3:32])([CH3:31])[CH3:30].Cl.C(N=C=NCCCN(C)C)C.ON1C2C=CC=CC=2N=N1.CN1CCOCC1, predict the reaction product. The product is: [C:29]([O:33][C:34]([N:36]1[CH2:41][CH2:40][N:39]([C:11]([C:8]2[C:7]([CH2:14][C:15]3[CH:20]=[CH:19][CH:18]=[C:17]([F:21])[C:16]=3[CH3:22])=[C:6]([C:23]3[CH:28]=[CH:27][CH:26]=[CH:25][CH:24]=3)[N:5]3[C:9]=2[CH:10]=[C:2]([Br:1])[CH:3]=[CH:4]3)=[O:13])[CH2:38][CH2:37]1)=[O:35])([CH3:32])([CH3:30])[CH3:31]. (3) Given the reactants [Cl:1][C:2]1[N:7]=[CH:6][C:5]([S:8]([N:11]([CH:15]2[CH2:19][CH2:18][CH2:17][CH2:16]2)CC=C)(=[O:10])=[O:9])=[CH:4][CH:3]=1.C[N+]1([O-])CC[O:24]CC1.[CH3:28][C:29]([OH:32])(C)[CH3:30], predict the reaction product. The product is: [Cl:1][C:2]1[N:7]=[CH:6][C:5]([S:8]([N:11]([CH:15]2[CH2:19][CH2:18][CH2:17][CH2:16]2)[CH2:28][CH:29]([OH:32])[CH2:30][OH:24])(=[O:10])=[O:9])=[CH:4][CH:3]=1. (4) Given the reactants [C:1]([C:3]1[CH:20]=[CH:19][C:6]([CH2:7][NH:8][C:9](=[O:18])[C:10]2[CH:15]=[C:14]([CH3:16])[CH:13]=[C:12]([OH:17])[CH:11]=2)=[C:5]([O:21][CH2:22][C:23](=[O:26])[NH:24][CH3:25])[CH:4]=1)#[N:2].[CH2:27]([O:29][C:30](=[O:33])[CH2:31]Cl)[CH3:28].C(=O)([O-])[O-].[Cs+].[Cs+], predict the reaction product. The product is: [CH2:27]([O:29][C:30](=[O:33])[CH2:31][O:17][C:12]1[CH:13]=[C:14]([CH3:16])[CH:15]=[C:10]([C:9](=[O:18])[NH:8][CH2:7][C:6]2[CH:19]=[CH:20][C:3]([C:1]#[N:2])=[CH:4][C:5]=2[O:21][CH2:22][C:23](=[O:26])[NH:24][CH3:25])[CH:11]=1)[CH3:28]. (5) Given the reactants C([O:3][C:4](=[O:18])[CH2:5][C:6]1[N:11]=[C:10]([O:12][CH2:13][CH3:14])[CH:9]=[C:8]([O:15][CH2:16][CH3:17])[N:7]=1)C.[Li+].[OH-].Cl, predict the reaction product. The product is: [CH2:16]([O:15][C:8]1[CH:9]=[C:10]([O:12][CH2:13][CH3:14])[N:11]=[C:6]([CH2:5][C:4]([OH:18])=[O:3])[N:7]=1)[CH3:17].